Dataset: Full USPTO retrosynthesis dataset with 1.9M reactions from patents (1976-2016). Task: Predict the reactants needed to synthesize the given product. Given the product [CH:26]1([CH2:25][NH:24][C:30](=[O:29])[O:23][CH2:22][CH2:21][CH2:20][C:10]2[CH:11]=[CH:12][C:13]([O:15][CH2:16][CH2:17][O:18][CH3:19])=[CH:14][C:9]=2[O:8][CH2:1][C:2]2[CH:3]=[CH:4][CH:5]=[CH:6][CH:7]=2)[CH2:28][CH2:27]1, predict the reactants needed to synthesize it. The reactants are: [CH2:1]([O:8][C:9]1[CH:14]=[C:13]([O:15][CH2:16][CH2:17][O:18][CH3:19])[CH:12]=[CH:11][C:10]=1[CH2:20][CH2:21][CH2:22][OH:23])[C:2]1[CH:7]=[CH:6][CH:5]=[CH:4][CH:3]=1.[NH2:24][CH2:25][CH:26]1[CH2:28][CH2:27]1.[O:29]1CCC[CH2:30]1.